This data is from Full USPTO retrosynthesis dataset with 1.9M reactions from patents (1976-2016). The task is: Predict the reactants needed to synthesize the given product. Given the product [F:1][C:2]1[CH:7]=[CH:6][CH:5]=[CH:4][C:3]=1[CH2:8][C:9]([O:11][CH3:13])=[O:10], predict the reactants needed to synthesize it. The reactants are: [F:1][C:2]1[CH:7]=[CH:6][CH:5]=[CH:4][C:3]=1[CH2:8][C:9]([OH:11])=[O:10].Cl.[CH3:13]O.